Dataset: Catalyst prediction with 721,799 reactions and 888 catalyst types from USPTO. Task: Predict which catalyst facilitates the given reaction. (1) Reactant: [O:1]=[CH:2][C@@H:3]([C@H:5]([C@@H:7]([CH2:9][OH:10])[OH:8])[OH:6])[OH:4]. Product: [O:1]=[CH:2][C@@H:3]([C@H:5]([C@@H:7]([CH2:9][OH:10])[OH:8])[OH:6])[OH:4].[OH:1][CH2:2][C:3]([C@H:5]([C@@H:7]([CH2:9][OH:10])[OH:8])[OH:6])=[O:4]. The catalyst class is: 8. (2) Reactant: [C:1]([C:8]1[C:17]2[C:12](=[CH:13][CH:14]=[CH:15][CH:16]=2)[C:11]([C:18]([O:20]C)=[O:19])=[C:10]([CH2:22][NH2:23])[CH:9]=1)([O:3][C:4]([CH3:7])([CH3:6])[CH3:5])=[O:2].[OH-].[Na+]. Product: [C:1]([C:8]1[C:17]2[C:12](=[CH:13][CH:14]=[CH:15][CH:16]=2)[C:11]([C:18]([OH:20])=[O:19])=[C:10]([CH2:22][NH2:23])[CH:9]=1)([O:3][C:4]([CH3:7])([CH3:6])[CH3:5])=[O:2]. The catalyst class is: 36. (3) Reactant: [C:1]1([S:7]([CH2:9][C:10]([O:12][CH3:13])=[O:11])=[O:8])[CH:6]=[CH:5][CH:4]=[CH:3][CH:2]=1.[CH3:14][O:15][CH:16]([O:19][CH3:20])[CH:17]=O.N1CCCCC1. Product: [CH3:14][O:15][CH:16]([O:19][CH3:20])/[CH:17]=[C:9](/[S:7]([C:1]1[CH:2]=[CH:3][CH:4]=[CH:5][CH:6]=1)=[O:8])\[C:10]([O:12][CH3:13])=[O:11]. The catalyst class is: 10. (4) Reactant: N(CCO)(CCO)CCO.Cl.[CH:12]([NH2:15])([CH3:14])[CH3:13].CC1N=CC(COP(O)(O)=O)=C(C=O)C=1O.[CH2:32]([CH:39]1[CH2:43][O:42][C:41](=[O:44])[N:40]1[C:45]([C@@H:47]1[CH2:52]CC(=O)C[C@H:48]1[C:54]1[CH:59]=[CH:58][C:57]([Br:60])=[CH:56][CH:55]=1)=[O:46])[C:33]1[CH:38]=[CH:37][CH:36]=[CH:35][CH:34]=1.Cl. Product: [NH2:15][C@@H:12]1[CH2:14][CH2:52][C@@H:47]([C:45]([N:40]2[C@H:39]([CH2:32][C:33]3[CH:38]=[CH:37][CH:36]=[CH:35][CH:34]=3)[CH2:43][O:42][C:41]2=[O:44])=[O:46])[C@H:48]([C:54]2[CH:55]=[CH:56][C:57]([Br:60])=[CH:58][CH:59]=2)[CH2:13]1. The catalyst class is: 16. (5) Reactant: [Se](=O)=O.[OH2:4].[CH3:5][C:6]1[CH:15]=[CH:14][C:13]2[C:8](=[CH:9][C:10]([O:20][CH3:21])=[C:11]([O:18][CH3:19])[C:12]=2[O:16][CH3:17])[N:7]=1. Product: [CH3:17][O:16][C:12]1[C:11]([O:18][CH3:19])=[C:10]([O:20][CH3:21])[CH:9]=[C:8]2[C:13]=1[CH:14]=[CH:15][C:6]([CH:5]=[O:4])=[N:7]2. The catalyst class is: 12.